This data is from Full USPTO retrosynthesis dataset with 1.9M reactions from patents (1976-2016). The task is: Predict the reactants needed to synthesize the given product. (1) Given the product [Cl:27][C:24]1[CH:25]=[CH:26][C:21]([C:19]2[N:15]=[C:12]3[CH:11]=[CH:10][C:9]([B:4]4[O:3][C:2]([CH3:16])([CH3:1])[C:6]([CH3:7])([CH3:8])[O:5]4)=[CH:14][N:13]3[CH:18]=2)=[CH:22][CH:23]=1, predict the reactants needed to synthesize it. The reactants are: [CH3:1][C:2]1([CH3:16])[C:6]([CH3:8])([CH3:7])[O:5][B:4]([C:9]2[CH:10]=[CH:11][C:12]([NH2:15])=[N:13][CH:14]=2)[O:3]1.Br[CH2:18][C:19]([C:21]1[CH:26]=[CH:25][C:24]([Cl:27])=[CH:23][CH:22]=1)=O.C(=O)([O-])O.[Na+]. (2) Given the product [Cl:1][C:2]1[C:7]([Cl:8])=[C:6]([O:9][C:10]2[CH:15]=[CH:14][N:13]=[C:12]([NH:45][C:44]3[CH:46]=[CH:47][CH:48]=[C:42]([S:39]([CH:36]4[CH2:38][CH2:37]4)(=[O:41])=[O:40])[CH:43]=3)[N:11]=2)[CH:5]=[CH:4][C:3]=1[NH:17][C:18]([NH:20][C:21]1[N:25]([C:26]2[CH:31]=[CH:30][C:29]([CH3:32])=[CH:28][CH:27]=2)[N:24]=[C:23]([CH:33]([CH3:34])[CH3:35])[CH:22]=1)=[O:19], predict the reactants needed to synthesize it. The reactants are: [Cl:1][C:2]1[C:7]([Cl:8])=[C:6]([O:9][C:10]2[CH:15]=[CH:14][N:13]=[C:12](Cl)[N:11]=2)[CH:5]=[CH:4][C:3]=1[NH:17][C:18]([NH:20][C:21]1[N:25]([C:26]2[CH:31]=[CH:30][C:29]([CH3:32])=[CH:28][CH:27]=2)[N:24]=[C:23]([CH:33]([CH3:35])[CH3:34])[CH:22]=1)=[O:19].[CH:36]1([S:39]([C:42]2[CH:43]=[C:44]([CH:46]=[CH:47][CH:48]=2)[NH2:45])(=[O:41])=[O:40])[CH2:38][CH2:37]1.